Dataset: Full USPTO retrosynthesis dataset with 1.9M reactions from patents (1976-2016). Task: Predict the reactants needed to synthesize the given product. (1) Given the product [Cl:12][C:10]1[CH:9]=[C:4]([C:5]([O:7][CH3:8])=[O:6])[C:3]2[O:13][C:16]([C:15]([CH3:19])([CH3:18])[CH3:14])=[CH:17][C:2]=2[CH:11]=1, predict the reactants needed to synthesize it. The reactants are: Br[C:2]1[C:3]([OH:13])=[C:4]([CH:9]=[C:10]([Cl:12])[CH:11]=1)[C:5]([O:7][CH3:8])=[O:6].[CH3:14][C:15]([CH3:19])([CH3:18])[C:16]#[CH:17].CCN(CC)CC. (2) The reactants are: [OH-].[Na+].Cl[O-].[Na+].[NH2:6][C:7]1[C:16]([CH3:17])=[CH:15][C:14](Br)=[CH:13][C:8]=1[C:9]([NH:11][CH3:12])=[O:10].[C-]#N.[Na+].[CH3:22][NH:23]CCNC. Given the product [NH2:6][C:7]1[C:16]([CH3:17])=[CH:15][C:14]([C:22]#[N:23])=[CH:13][C:8]=1[C:9]([NH:11][CH3:12])=[O:10], predict the reactants needed to synthesize it.